Dataset: CYP2C19 inhibition data for predicting drug metabolism from PubChem BioAssay. Task: Regression/Classification. Given a drug SMILES string, predict its absorption, distribution, metabolism, or excretion properties. Task type varies by dataset: regression for continuous measurements (e.g., permeability, clearance, half-life) or binary classification for categorical outcomes (e.g., BBB penetration, CYP inhibition). Dataset: cyp2c19_veith. (1) The compound is N#Cc1cccc(-c2nc(NCc3ccccc3)c3ccccc3n2)c1. The result is 1 (inhibitor). (2) The drug is NNC(=O)Cc1cccnc1. The result is 0 (non-inhibitor). (3) The molecule is CCC(C(=O)c1ccccc1)N(C(=O)c1ccccc1Cl)N1C(=O)C2C3C=CC(C3)C2C1=O. The result is 1 (inhibitor). (4) The compound is COC(=O)N1CCC[C@@]2(CCN(Cc3nccs3)C2)C1. The result is 0 (non-inhibitor). (5) The compound is CN(Cc1ccccc1)Cn1ccnc1. The result is 1 (inhibitor). (6) The molecule is C[C@@H](C(=O)NCCc1c[nH]c2ccccc12)[C@H]1C[C@]1(C)[C@H](NC(=O)OCc1ccccc1)c1ccccc1. The result is 1 (inhibitor). (7) The drug is CC(C)OC(=O)CC12CN(C)CC(CC(=O)OC(C)C)(CN(C)C1)C2=O. The result is 0 (non-inhibitor).